Task: Regression. Given a peptide amino acid sequence and an MHC pseudo amino acid sequence, predict their binding affinity value. This is MHC class I binding data.. Dataset: Peptide-MHC class I binding affinity with 185,985 pairs from IEDB/IMGT (1) The peptide sequence is IQGTLAKAY. The MHC is HLA-A31:01 with pseudo-sequence HLA-A31:01. The binding affinity (normalized) is 0.0847. (2) The MHC is HLA-A30:01 with pseudo-sequence HLA-A30:01. The peptide sequence is TSTLQEQIAW. The binding affinity (normalized) is 0.0371. (3) The peptide sequence is FPRCRYVHK. The MHC is HLA-A02:16 with pseudo-sequence HLA-A02:16. The binding affinity (normalized) is 0.0847. (4) The peptide sequence is ALFEDYPGC. The MHC is HLA-A24:03 with pseudo-sequence HLA-A24:03. The binding affinity (normalized) is 0.0847. (5) The peptide sequence is HAEIESATL. The MHC is HLA-B27:05 with pseudo-sequence HLA-B27:05. The binding affinity (normalized) is 0.0847. (6) The binding affinity (normalized) is 0.213. The MHC is HLA-B27:05 with pseudo-sequence HLA-B27:05. The peptide sequence is NPQGERRAF. (7) The peptide sequence is FVNFNSVKNL. The MHC is HLA-A02:03 with pseudo-sequence HLA-A02:03. The binding affinity (normalized) is 0.467. (8) The peptide sequence is KMHFYLPGA. The MHC is HLA-A02:01 with pseudo-sequence HLA-A02:01. The binding affinity (normalized) is 0.659.